Dataset: Merck oncology drug combination screen with 23,052 pairs across 39 cell lines. Task: Regression. Given two drug SMILES strings and cell line genomic features, predict the synergy score measuring deviation from expected non-interaction effect. (1) Drug 1: NC(=O)c1cccc2cn(-c3ccc(C4CCCNC4)cc3)nc12. Drug 2: Cn1c(=O)n(-c2ccc(C(C)(C)C#N)cc2)c2c3cc(-c4cnc5ccccc5c4)ccc3ncc21. Cell line: SW837. Synergy scores: synergy=11.0. (2) Drug 1: COC1CC2CCC(C)C(O)(O2)C(=O)C(=O)N2CCCCC2C(=O)OC(C(C)CC2CCC(OP(C)(C)=O)C(OC)C2)CC(=O)C(C)C=C(C)C(O)C(OC)C(=O)C(C)CC(C)C=CC=CC=C1C. Drug 2: Cn1cc(-c2cnn3c(N)c(Br)c(C4CCCNC4)nc23)cn1. Cell line: SKOV3. Synergy scores: synergy=62.8. (3) Drug 1: CN(C)C(=N)N=C(N)N. Drug 2: CC1(c2nc3c(C(N)=O)cccc3[nH]2)CCCN1. Cell line: NCIH1650. Synergy scores: synergy=-7.39.